This data is from Forward reaction prediction with 1.9M reactions from USPTO patents (1976-2016). The task is: Predict the product of the given reaction. (1) Given the reactants Br[C:2]1[CH:7]=[CH:6][CH:5]=[CH:4][C:3]=1[CH2:8][CH2:9][C:10]([N:12]([CH:22]([CH3:24])[CH3:23])[NH:13][C:14](=[O:21])[C:15]1[CH:20]=[CH:19][CH:18]=[CH:17][CH:16]=1)=[O:11].C([O-])([O-])=O.[Na+].[Na+].[CH3:31][O:32][C:33]1[CH:38]=[CH:37][C:36](B(O)O)=[CH:35][CH:34]=1, predict the reaction product. The product is: [CH:22]([N:12]([C:10](=[O:11])[CH2:9][CH2:8][C:3]1[CH:4]=[CH:5][CH:6]=[CH:7][C:2]=1[C:36]1[CH:37]=[CH:38][C:33]([O:32][CH3:31])=[CH:34][CH:35]=1)[NH:13][C:14](=[O:21])[C:15]1[CH:20]=[CH:19][CH:18]=[CH:17][CH:16]=1)([CH3:24])[CH3:23]. (2) Given the reactants [CH2:1]([O:8][CH2:9][N:10]1[C:15](=[O:16])[C:14]([Br:17])=[N:13][N:12]([CH2:18][C:19](F)(F)C2C=CC=CC=2)[C:11]1=[O:28])[C:2]1[CH:7]=[CH:6][CH:5]=[CH:4][CH:3]=1.[N:29]1(CCO)[C:37]2[C:32](=[CH:33][CH:34]=[CH:35][CH:36]=2)[CH:31]=[N:30]1, predict the reaction product. The product is: [N:29]1([CH2:19][CH2:18][N:12]2[C:11](=[O:28])[N:10]([CH2:9][O:8][CH2:1][C:2]3[CH:3]=[CH:4][CH:5]=[CH:6][CH:7]=3)[C:15](=[O:16])[C:14]([Br:17])=[N:13]2)[C:37]2[C:32](=[CH:33][CH:34]=[CH:35][CH:36]=2)[CH:31]=[N:30]1. (3) Given the reactants [O:1]1[CH2:5][CH2:4][O:3][CH:2]1[CH2:6][CH2:7][CH2:8][CH2:9][CH2:10][CH2:11][CH2:12][CH2:13][O:14][C:15]1[CH:16]=[C:17]([CH:28]=[C:29]([OH:31])[CH:30]=1)[C:18]([O:20][CH2:21][C:22]1[CH:27]=[CH:26][CH:25]=[CH:24][CH:23]=1)=[O:19].[C:32](=O)([O-])[O-].[K+].[K+].IC, predict the reaction product. The product is: [O:1]1[CH2:5][CH2:4][O:3][CH:2]1[CH2:6][CH2:7][CH2:8][CH2:9][CH2:10][CH2:11][CH2:12][CH2:13][O:14][C:15]1[CH:16]=[C:17]([CH:28]=[C:29]([O:31][CH3:32])[CH:30]=1)[C:18]([O:20][CH2:21][C:22]1[CH:27]=[CH:26][CH:25]=[CH:24][CH:23]=1)=[O:19]. (4) The product is: [NH2:29][C:28]1[N:4]([C:3]2[C:5]([F:13])=[CH:6][C:7]([C:9]([F:12])([F:11])[F:10])=[CH:8][C:2]=2[Cl:1])[N:24]=[C:31]([C:34]#[N:35])[CH:30]=1. Given the reactants [Cl:1][C:2]1[CH:8]=[C:7]([C:9]([F:12])([F:11])[F:10])[CH:6]=[C:5]([F:13])[C:3]=1[NH2:4].OS(O)(=O)=O.OS(O)(=O)=O.[N:24]([O-])=O.[Na+].[C:28]([CH2:30][C:31]([C:34]#[N:35])=CO)#[N:29].C([O-])(=O)C.[Na+], predict the reaction product. (5) Given the reactants [C:1](Cl)(=[O:8])[C:2]1[CH:7]=[CH:6][CH:5]=[CH:4][CH:3]=1.[Sn](Cl)(Cl)(Cl)Cl.[CH3:15][C:16]1[CH:20]=[C:19]([CH3:21])[NH:18][C:17]=1[C:22]([O:24][CH2:25][CH3:26])=[O:23], predict the reaction product. The product is: [C:1]([C:20]1[C:16]([CH3:15])=[C:17]([C:22]([O:24][CH2:25][CH3:26])=[O:23])[NH:18][C:19]=1[CH3:21])(=[O:8])[C:2]1[CH:7]=[CH:6][CH:5]=[CH:4][CH:3]=1.